This data is from Full USPTO retrosynthesis dataset with 1.9M reactions from patents (1976-2016). The task is: Predict the reactants needed to synthesize the given product. (1) Given the product [F:26][C:19]1[CH:18]=[C:17]([CH:27]([NH:29][C:30]([C:32]2[N:33]=[C:34]([C:1]3[C:10]4[C:5](=[CH:6][CH:7]=[CH:8][CH:9]=4)[CH:4]=[CH:3][CH:2]=3)[O:35][CH:36]=2)=[O:31])[CH3:28])[CH:16]=[C:15]([F:14])[C:20]=1[NH:21][S:22]([CH3:25])(=[O:24])=[O:23], predict the reactants needed to synthesize it. The reactants are: [C:1]1(B(O)O)[C:10]2[C:5](=[CH:6][CH:7]=[CH:8][CH:9]=2)[CH:4]=[CH:3][CH:2]=1.[F:14][C:15]1[CH:16]=[C:17]([CH:27]([NH:29][C:30]([C:32]2[N:33]=[C:34](Cl)[O:35][CH:36]=2)=[O:31])[CH3:28])[CH:18]=[C:19]([F:26])[C:20]=1[NH:21][S:22]([CH3:25])(=[O:24])=[O:23].C([O-])([O-])=O.[Cs+].[Cs+]. (2) Given the product [S:51](=[O:53])(=[O:52])([O:1][CH2:2][C@H:3]1[CH2:4][C@@H:5]([NH:19][C:20]2[C:25]([C:26]([C:28]3[S:29][CH:30]=[C:31]([CH2:33][CH2:34][C:35]4[CH:40]=[CH:39][CH:38]=[CH:37][C:36]=4[O:41][CH3:42])[CH:32]=3)=[O:27])=[CH:24][N:23]=[CH:22][N:21]=2)[CH2:6][C@@H:7]1[OH:8])[NH2:54], predict the reactants needed to synthesize it. The reactants are: [OH:1][CH2:2][C@@H:3]1[C@@H:7]([O:8][Si](C(C)C)(C(C)C)C(C)C)[CH2:6][C@H:5]([NH:19][C:20]2[C:25]([C:26]([C:28]3[S:29][CH:30]=[C:31]([CH2:33][CH2:34][C:35]4[CH:40]=[CH:39][CH:38]=[CH:37][C:36]=4[O:41][CH3:42])[CH:32]=3)=[O:27])=[CH:24][N:23]=[CH:22][N:21]=2)[CH2:4]1.C(N(CC)CC)C.Cl[S:51]([NH2:54])(=[O:53])=[O:52].Cl. (3) Given the product [F:1][C:2]1[CH:3]=[C:4]([CH:5]2[C:21]([C:22]3[CH:27]=[CH:26][CH:25]=[CH:24][CH:23]=3)=[C:20]([C:14]3[CH:19]=[CH:18][CH:17]=[CH:16][CH:15]=3)[NH:32][C:30](=[O:31])[NH:29]2)[CH:7]=[C:8]([N+:11]([O-:13])=[O:12])[C:9]=1[OH:10], predict the reactants needed to synthesize it. The reactants are: [F:1][C:2]1[CH:3]=[C:4]([CH:7]=[C:8]([N+:11]([O-:13])=[O:12])[C:9]=1[OH:10])[CH:5]=O.[C:14]1([C:20](=O)[CH2:21][C:22]2[CH:27]=[CH:26][CH:25]=[CH:24][CH:23]=2)[CH:19]=[CH:18][CH:17]=[CH:16][CH:15]=1.[NH2:29][C:30]([NH2:32])=[O:31].Cl. (4) Given the product [Cl:1][C:2]1[CH:3]=[C:4]([C:9]2([C:22]([F:23])([F:25])[F:24])[O:13][N:12]=[C:11]([C:14]3[CH:15]=[CH:16][C:17]([CH3:21])=[C:18]([NH:19][C:26](=[O:30])[CH:27]([CH3:29])[CH3:28])[CH:20]=3)[CH2:10]2)[CH:5]=[C:6]([Cl:8])[CH:7]=1, predict the reactants needed to synthesize it. The reactants are: [Cl:1][C:2]1[CH:3]=[C:4]([C:9]2([C:22]([F:25])([F:24])[F:23])[O:13][N:12]=[C:11]([C:14]3[CH:15]=[CH:16][C:17]([CH3:21])=[C:18]([CH:20]=3)[NH2:19])[CH2:10]2)[CH:5]=[C:6]([Cl:8])[CH:7]=1.[C:26](O)(=[O:30])[CH:27]([CH3:29])[CH3:28].Cl.C(N(CC)CCCN=C=NCC)C.C(=O)([O-])O.[Na+]. (5) The reactants are: [CH3:1][CH:2]([OH:9])[CH2:3][CH2:4][CH2:5][CH2:6][CH2:7][CH3:8].C(=O)([O-])O.[Na+].C1C(=O)N(Br)C(=O)C1. Given the product [CH3:1][C:2](=[O:9])[CH2:3][CH2:4][CH2:5][CH2:6][CH2:7][CH3:8], predict the reactants needed to synthesize it. (6) Given the product [C:1]([O:6][CH2:7][O:9][CH2:10][CH2:11][C:12]([F:21])([F:20])[C:13]([F:18])([F:19])[S:14]([O-:17])(=[O:15])=[O:16])(=[O:5])[C:2]([CH3:4])=[CH2:3].[C:35]1([S+:28]([C:22]2[CH:23]=[CH:24][CH:25]=[CH:26][CH:27]=2)[C:29]2[CH:34]=[CH:33][CH:32]=[CH:31][CH:30]=2)[CH:36]=[CH:37][CH:38]=[CH:39][CH:40]=1, predict the reactants needed to synthesize it. The reactants are: [C:1]([O:6][CH2:7]Cl)(=[O:5])[C:2]([CH3:4])=[CH2:3].[OH:9][CH2:10][CH2:11][C:12]([F:21])([F:20])[C:13]([F:19])([F:18])[S:14]([O-:17])(=[O:16])=[O:15].[C:22]1([S+:28]([C:35]2[CH:40]=[CH:39][CH:38]=[CH:37][CH:36]=2)[C:29]2[CH:34]=[CH:33][CH:32]=[CH:31][CH:30]=2)[CH:27]=[CH:26][CH:25]=[CH:24][CH:23]=1.C(N(C(C)C)CC)(C)C. (7) Given the product [OH:2][C:3]1[C:12]([C:13]2[CH:18]=[CH:17][CH:16]=[CH:15][CH:14]=2)=[CH:11][C:10]2[N:9]=[CH:8][C:7]([C:19]3[CH:20]=[CH:21][CH:22]=[CH:23][CH:24]=3)=[N:6][C:5]=2[C:4]=1[C:25]([OH:27])=[O:26], predict the reactants needed to synthesize it. The reactants are: C[O:2][C:3]1[C:12]([C:13]2[CH:18]=[CH:17][CH:16]=[CH:15][CH:14]=2)=[CH:11][C:10]2[N:9]=[CH:8][C:7]([C:19]3[CH:24]=[CH:23][CH:22]=[CH:21][CH:20]=3)=[N:6][C:5]=2[C:4]=1[C:25]([O:27]C)=[O:26].B(Br)(Br)Br.O. (8) The reactants are: [OH-].[Na+].O1CCOCC1.[NH2:9][C@@H:10]1[CH2:15][CH2:14][C@H:13]([C:16]([OH:18])=[O:17])[CH2:12][CH2:11]1.[C:19](O[C:19]([O:21][C:22]([CH3:25])([CH3:24])[CH3:23])=[O:20])([O:21][C:22]([CH3:25])([CH3:24])[CH3:23])=[O:20]. Given the product [C:22]([O:21][C:19]([NH:9][C@@H:10]1[CH2:15][CH2:14][C@H:13]([C:16]([OH:18])=[O:17])[CH2:12][CH2:11]1)=[O:20])([CH3:25])([CH3:24])[CH3:23], predict the reactants needed to synthesize it.